Dataset: Reaction yield outcomes from USPTO patents with 853,638 reactions. Task: Predict the reaction yield, written as a fraction of the theoretical maximum amount of product (1.0 means a 100% yield; for example, 0.34 means a 34% yield). The reactants are [NH2:1][C:2]1[CH:11]=[CH:10][CH:9]=[C:8]2[C:3]=1[C:4](=[O:21])[N:5]([CH:13]1[CH2:18][CH2:17][C:16](=[O:19])[NH:15][C:14]1=[O:20])[C:6]([CH3:12])=[N:7]2.[C:22](Cl)(=[O:24])[CH3:23]. The catalyst is O1CCCC1. The product is [O:20]=[C:14]1[CH:13]([N:5]2[C:4](=[O:21])[C:3]3[C:8](=[CH:9][CH:10]=[CH:11][C:2]=3[NH:1][C:22](=[O:24])[CH3:23])[N:7]=[C:6]2[CH3:12])[CH2:18][CH2:17][C:16](=[O:19])[NH:15]1. The yield is 0.160.